Dataset: Forward reaction prediction with 1.9M reactions from USPTO patents (1976-2016). Task: Predict the product of the given reaction. (1) The product is: [CH2:62]([O:61][NH:64][C:27](=[O:29])[C:26]1[CH:30]=[C:31]([O:33][CH3:34])[CH:32]=[C:24]([C:14]2[C:13](=[O:35])[N:12]([CH2:10][CH3:11])[C:17]3[N:18]=[C:19]([S:22][CH3:23])[N:20]=[CH:21][C:16]=3[CH:15]=2)[CH:25]=1)[CH3:63]. Given the reactants CCN(C(C)C)C(C)C.[CH2:10]([N:12]1[C:17]2[N:18]=[C:19]([S:22][CH3:23])[N:20]=[CH:21][C:16]=2[CH:15]=[C:14]([C:24]2[CH:25]=[C:26]([CH:30]=[C:31]([O:33][CH3:34])[CH:32]=2)[C:27]([OH:29])=O)[C:13]1=[O:35])[CH3:11].CN(C(ON1N=NC2C=CC=NC1=2)=[N+](C)C)C.F[P-](F)(F)(F)(F)F.Cl.[O:61]([NH2:64])[CH2:62][CH3:63], predict the reaction product. (2) Given the reactants C(N(CC)CC)C.[F:8][C:9]1[C:14]([F:15])=[CH:13][CH:12]=[CH:11][C:10]=1[C@H:16]1[CH2:22][N:21]2[C:23]([CH2:26][C:27]([F:30])([F:29])[F:28])=[CH:24][N:25]=[C:20]2[C@H:19]([NH2:31])[CH2:18][CH2:17]1.Cl[C:33](OC1C=CC([N+]([O-])=O)=CC=1)=[O:34].[C:45]1([C:51]2[CH:52]=[C:53]([CH:58]3[CH2:63][CH2:62][NH:61][CH2:60][CH2:59]3)[C:54](=[O:57])[NH:55][N:56]=2)[CH:50]=[CH:49][CH:48]=[CH:47][CH:46]=1.C(=O)([O-])[O-].[Na+].[Na+], predict the reaction product. The product is: [F:8][C:9]1[C:14]([F:15])=[CH:13][CH:12]=[CH:11][C:10]=1[C@H:16]1[CH2:22][N:21]2[C:23]([CH2:26][C:27]([F:30])([F:28])[F:29])=[CH:24][N:25]=[C:20]2[C@H:19]([NH:31][C:33]([N:61]2[CH2:62][CH2:63][CH:58]([C:53]3[C:54](=[O:57])[NH:55][N:56]=[C:51]([C:45]4[CH:50]=[CH:49][CH:48]=[CH:47][CH:46]=4)[CH:52]=3)[CH2:59][CH2:60]2)=[O:34])[CH2:18][CH2:17]1. (3) Given the reactants [CH2:1](Br)[C:2]1[CH:7]=[CH:6][CH:5]=[CH:4][CH:3]=1.[Br:9][C:10]1[CH:11]=[C:12]([CH:15]=[CH:16][C:17]=1[OH:18])[CH:13]=[O:14].C(=O)([O-])[O-].[K+].[K+], predict the reaction product. The product is: [CH2:1]([O:18][C:17]1[CH:16]=[CH:15][C:12]([CH:13]=[O:14])=[CH:11][C:10]=1[Br:9])[C:2]1[CH:7]=[CH:6][CH:5]=[CH:4][CH:3]=1. (4) Given the reactants [Cl:1][CH2:2][CH2:3][CH2:4][CH2:5][C:6]1([CH2:17][CH3:18])[C:14]2[C:9](=[CH:10][CH:11]=[C:12]([F:15])[CH:13]=2)[NH:8][C:7]1=[O:16].[S:19]1[C:27]2[CH2:26][CH2:25][NH:24][CH2:23][C:22]=2[CH:21]=[CH:20]1, predict the reaction product. The product is: [ClH:1].[S:19]1[C:27]2[CH2:26][CH2:25][N:24]([CH2:2][CH2:3][CH2:4][CH2:5][C:6]3([CH2:17][CH3:18])[C:14]4[C:9](=[CH:10][CH:11]=[C:12]([F:15])[CH:13]=4)[NH:8][C:7]3=[O:16])[CH2:23][C:22]=2[CH:21]=[CH:20]1. (5) Given the reactants C1(N2CC[O:9]CC2)CCCC=1.[OH:12][C:13]1[CH:20]=[C:19]([O:21][CH3:22])[CH:18]=[CH:17][C:14]=1[CH:15]=O.Cl.[CH:24]1[CH:29]=[CH:28][CH:27]=[CH:26]C=1, predict the reaction product. The product is: [OH:12][C:13]1[CH:20]=[C:19]([O:21][CH3:22])[CH:18]=[CH:17][C:14]=1[CH:15]=[C:26]1[CH2:27][CH2:28][CH2:29][C:24]1=[O:9]. (6) Given the reactants [Cl:1][C:2]1[C:3]([NH:23][C:24]2[CH:28]=[C:27]([CH3:29])[NH:26][N:25]=2)=[N:4][C:5]([NH:8][C:9]2[CH:14]=[C:13]([CH3:15])[C:12]([CH:16]3[CH2:21][CH2:20][NH:19][CH2:18][CH2:17]3)=[CH:11][C:10]=2[CH3:22])=[N:6][CH:7]=1.CC1C=CC(S(O[CH2:41][C:42]2([C:45]#[N:46])[CH2:44][CH2:43]2)(=O)=O)=CC=1.CCN(C(C)C)C(C)C, predict the reaction product. The product is: [Cl:1][C:2]1[C:3]([NH:23][C:24]2[CH:28]=[C:27]([CH3:29])[NH:26][N:25]=2)=[N:4][C:5]([NH:8][C:9]2[C:10]([CH3:22])=[CH:11][C:12]([CH:16]3[CH2:21][CH2:20][N:19]([CH2:41][C:42]4([C:45]#[N:46])[CH2:44][CH2:43]4)[CH2:18][CH2:17]3)=[C:13]([CH3:15])[CH:14]=2)=[N:6][CH:7]=1. (7) Given the reactants C(OC([N:8]1[CH2:11][CH:10]([C:12]2[CH:13]=[N:14][CH:15]=[C:16]([N:18]3[C:26](=[O:27])[C:25]4[C:20](=[CH:21][C:22]([Cl:28])=[CH:23][CH:24]=4)[C:19]3([CH3:30])[CH3:29])[CH:17]=2)[CH2:9]1)=O)(C)(C)C.C(Cl)(C)=O, predict the reaction product. The product is: [ClH:28].[NH:8]1[CH2:11][CH:10]([C:12]2[CH:17]=[C:16]([N:18]3[C:19]([CH3:30])([CH3:29])[C:20]4[C:25](=[CH:24][CH:23]=[C:22]([Cl:28])[CH:21]=4)[C:26]3=[O:27])[CH:15]=[N:14][CH:13]=2)[CH2:9]1. (8) Given the reactants [Cl:1][C:2]1[CH:7]=[N:6][NH:5][C:4](=[O:8])[C:3]=1[NH:9][CH2:10][CH2:11][CH2:12][N:13]([CH2:15][CH2:16][C:17]1[CH:22]=[CH:21][C:20]([O:23][CH3:24])=[C:19]([O:25][CH3:26])[CH:18]=1)[CH3:14].CO.[C:29]([OH:36])(=[O:35])/[CH:30]=[CH:31]/[C:32]([OH:34])=[O:33], predict the reaction product. The product is: [C:29]([OH:36])(=[O:35])/[CH:30]=[CH:31]/[C:32]([OH:34])=[O:33].[Cl:1][C:2]1[CH:7]=[N:6][NH:5][C:4](=[O:8])[C:3]=1[NH:9][CH2:10][CH2:11][CH2:12][N:13]([CH2:15][CH2:16][C:17]1[CH:22]=[CH:21][C:20]([O:23][CH3:24])=[C:19]([O:25][CH3:26])[CH:18]=1)[CH3:14]. (9) Given the reactants [CH:1]([C:3]1[C:12]2[C:7](=[CH:8][CH:9]=[CH:10][CH:11]=2)[C:6]([O:13][CH2:14][C:15]([O:17][CH3:18])=[O:16])=[CH:5][CH:4]=1)=[O:2].[O-:19]Cl=O.[Na+], predict the reaction product. The product is: [CH3:18][O:17][C:15]([CH2:14][O:13][C:6]1[C:7]2[C:12](=[CH:11][CH:10]=[CH:9][CH:8]=2)[C:3]([C:1]([OH:19])=[O:2])=[CH:4][CH:5]=1)=[O:16].